Dataset: NCI-60 drug combinations with 297,098 pairs across 59 cell lines. Task: Regression. Given two drug SMILES strings and cell line genomic features, predict the synergy score measuring deviation from expected non-interaction effect. (1) Drug 1: CC1=CC=C(C=C1)C2=CC(=NN2C3=CC=C(C=C3)S(=O)(=O)N)C(F)(F)F. Drug 2: C1CN1P(=S)(N2CC2)N3CC3. Cell line: IGROV1. Synergy scores: CSS=15.9, Synergy_ZIP=-3.08, Synergy_Bliss=0.918, Synergy_Loewe=-0.554, Synergy_HSA=2.06. (2) Drug 1: CC1C(C(CC(O1)OC2CC(CC3=C2C(=C4C(=C3O)C(=O)C5=C(C4=O)C(=CC=C5)OC)O)(C(=O)CO)O)N)O.Cl. Drug 2: CCC1=CC2CC(C3=C(CN(C2)C1)C4=CC=CC=C4N3)(C5=C(C=C6C(=C5)C78CCN9C7C(C=CC9)(C(C(C8N6C)(C(=O)OC)O)OC(=O)C)CC)OC)C(=O)OC.C(C(C(=O)O)O)(C(=O)O)O. Cell line: SF-295. Synergy scores: CSS=53.7, Synergy_ZIP=-1.89, Synergy_Bliss=-0.462, Synergy_Loewe=-0.442, Synergy_HSA=0.704. (3) Drug 1: C1CN1P(=S)(N2CC2)N3CC3. Drug 2: COC1=C2C(=CC3=C1OC=C3)C=CC(=O)O2. Cell line: SK-MEL-28. Synergy scores: CSS=5.97, Synergy_ZIP=-2.49, Synergy_Bliss=-1.85, Synergy_Loewe=-1.93, Synergy_HSA=-2.20. (4) Drug 1: CC1C(C(=O)NC(C(=O)N2CCCC2C(=O)N(CC(=O)N(C(C(=O)O1)C(C)C)C)C)C(C)C)NC(=O)C3=C4C(=C(C=C3)C)OC5=C(C(=O)C(=C(C5=N4)C(=O)NC6C(OC(=O)C(N(C(=O)CN(C(=O)C7CCCN7C(=O)C(NC6=O)C(C)C)C)C)C(C)C)C)N)C. Drug 2: CN1C2=C(C=C(C=C2)N(CCCl)CCCl)N=C1CCCC(=O)O.Cl. Cell line: UACC62. Synergy scores: CSS=3.36, Synergy_ZIP=-2.32, Synergy_Bliss=-1.53, Synergy_Loewe=-17.5, Synergy_HSA=-1.44. (5) Drug 1: C1CC(=O)NC(=O)C1N2CC3=C(C2=O)C=CC=C3N. Drug 2: C1=NC2=C(N=C(N=C2N1C3C(C(C(O3)CO)O)O)F)N. Cell line: HCC-2998. Synergy scores: CSS=4.79, Synergy_ZIP=-10.7, Synergy_Bliss=-16.7, Synergy_Loewe=-42.7, Synergy_HSA=-17.0. (6) Drug 2: CC1=C(C=C(C=C1)NC(=O)C2=CC=C(C=C2)CN3CCN(CC3)C)NC4=NC=CC(=N4)C5=CN=CC=C5. Cell line: IGROV1. Drug 1: COC1=CC(=CC(=C1O)OC)C2C3C(COC3=O)C(C4=CC5=C(C=C24)OCO5)OC6C(C(C7C(O6)COC(O7)C8=CC=CS8)O)O. Synergy scores: CSS=40.1, Synergy_ZIP=5.33, Synergy_Bliss=6.56, Synergy_Loewe=-21.8, Synergy_HSA=5.67. (7) Drug 1: CC1=CC2C(CCC3(C2CCC3(C(=O)C)OC(=O)C)C)C4(C1=CC(=O)CC4)C. Drug 2: CC=C1C(=O)NC(C(=O)OC2CC(=O)NC(C(=O)NC(CSSCCC=C2)C(=O)N1)C(C)C)C(C)C. Cell line: MOLT-4. Synergy scores: CSS=66.2, Synergy_ZIP=-2.96, Synergy_Bliss=-3.44, Synergy_Loewe=-54.0, Synergy_HSA=-1.29. (8) Drug 1: CN1C2=C(C=C(C=C2)N(CCCl)CCCl)N=C1CCCC(=O)O.Cl. Drug 2: CC12CCC3C(C1CCC2O)C(CC4=C3C=CC(=C4)O)CCCCCCCCCS(=O)CCCC(C(F)(F)F)(F)F. Cell line: UACC-257. Synergy scores: CSS=-0.319, Synergy_ZIP=-1.09, Synergy_Bliss=-3.20, Synergy_Loewe=-1.97, Synergy_HSA=-2.57. (9) Drug 1: CC=C1C(=O)NC(C(=O)OC2CC(=O)NC(C(=O)NC(CSSCCC=C2)C(=O)N1)C(C)C)C(C)C. Drug 2: C1=NNC2=C1C(=O)NC=N2. Cell line: NCI/ADR-RES. Synergy scores: CSS=2.31, Synergy_ZIP=0.361, Synergy_Bliss=2.50, Synergy_Loewe=-5.91, Synergy_HSA=-1.08. (10) Drug 1: C1=NC2=C(N=C(N=C2N1C3C(C(C(O3)CO)O)O)F)N. Drug 2: C1=NC2=C(N=C(N=C2N1C3C(C(C(O3)CO)O)F)Cl)N. Cell line: 786-0. Synergy scores: CSS=15.0, Synergy_ZIP=4.01, Synergy_Bliss=11.9, Synergy_Loewe=-29.4, Synergy_HSA=1.01.